This data is from Full USPTO retrosynthesis dataset with 1.9M reactions from patents (1976-2016). The task is: Predict the reactants needed to synthesize the given product. (1) The reactants are: [N:1]1[C:9]([NH2:10])=[C:8]2[C:4]([N:5]([C:11]([C@@H:13]([C@H:24]([CH2:37][OH:38])[O:25][CH2:26][P:27]([O:33][CH:34]([CH3:36])[CH3:35])([O:29][CH:30]([CH3:32])[CH3:31])=[O:28])OC(OC3C=CC=CC=3)=S)=[O:12])[CH:6]=[N:7]2)=[N:3][CH:2]=1.CC(N=NC(C#N)(C)C)(C#N)C. Given the product [N:1]1[C:9]([NH2:10])=[C:8]2[C:4]([N:5]([C:11]([CH2:13][C@H:24]([CH2:37][OH:38])[O:25][CH2:26][P:27]([O:33][CH:34]([CH3:36])[CH3:35])([O:29][CH:30]([CH3:32])[CH3:31])=[O:28])=[O:12])[CH:6]=[N:7]2)=[N:3][CH:2]=1, predict the reactants needed to synthesize it. (2) The reactants are: [CH3:1][C:2]1[O:6][N:5]=[C:4]([C:7]2[CH:12]=[CH:11][N:10]=[CH:9][N:8]=2)[C:3]=1[CH2:13][O:14][C:15]1[CH:23]=[CH:22][C:18]([C:19]([OH:21])=O)=[CH:17][N:16]=1.[CH2:24]([CH2:26][NH2:27])[OH:25]. Given the product [OH:25][CH2:24][CH2:26][NH:27][C:19](=[O:21])[C:18]1[CH:22]=[CH:23][C:15]([O:14][CH2:13][C:3]2[C:4]([C:7]3[CH:12]=[CH:11][N:10]=[CH:9][N:8]=3)=[N:5][O:6][C:2]=2[CH3:1])=[N:16][CH:17]=1, predict the reactants needed to synthesize it. (3) Given the product [Si:12]([O:11][C@@H:4]([CH2:5][CH2:6][CH2:7][OH:8])[CH2:3][OH:2])([C:25]([CH3:28])([CH3:27])[CH3:26])([C:19]1[CH:24]=[CH:23][CH:22]=[CH:21][CH:20]=1)[C:13]1[CH:14]=[CH:15][CH:16]=[CH:17][CH:18]=1, predict the reactants needed to synthesize it. The reactants are: C[O:2][C:3](=O)[C@@H:4]([O:11][Si:12]([C:25]([CH3:28])([CH3:27])[CH3:26])([C:19]1[CH:24]=[CH:23][CH:22]=[CH:21][CH:20]=1)[C:13]1[CH:18]=[CH:17][CH:16]=[CH:15][CH:14]=1)[CH2:5][CH2:6][C:7](OC)=[O:8].[BH4-].[Li+].CO. (4) The reactants are: [Cl:1][C:2]1[CH:3]=[N:4][C:5]([N:11]2[CH2:14][CH:13]([O:15][C:16]3[CH:21]=[CH:20][C:19]([F:22])=[C:18]([F:23])[CH:17]=3)[CH2:12]2)=[C:6]([CH:10]=1)[C:7]([OH:9])=O.Cl.[NH2:25][C:26]1([C:29]2[CH:38]=[CH:37][C:32]([C:33]([O:35][CH3:36])=[O:34])=[CH:31][CH:30]=2)[CH2:28][CH2:27]1. Given the product [Cl:1][C:2]1[CH:3]=[N:4][C:5]([N:11]2[CH2:12][CH:13]([O:15][C:16]3[CH:21]=[CH:20][C:19]([F:22])=[C:18]([F:23])[CH:17]=3)[CH2:14]2)=[C:6]([CH:10]=1)[C:7]([NH:25][C:26]1([C:29]2[CH:38]=[CH:37][C:32]([C:33]([O:35][CH3:36])=[O:34])=[CH:31][CH:30]=2)[CH2:28][CH2:27]1)=[O:9], predict the reactants needed to synthesize it.